This data is from Reaction yield outcomes from USPTO patents with 853,638 reactions. The task is: Predict the reaction yield, written as a fraction of the theoretical maximum amount of product (1.0 means a 100% yield; for example, 0.34 means a 34% yield). (1) The reactants are [Cl:1][C:2]1[CH:3]=[C:4]2[C:9](=[CH:10][CH:11]=1)[NH:8][CH:7]([C:12]1[CH:17]=[CH:16][CH:15]=[C:14]([N+:18]([O-])=O)[CH:13]=1)[C:6]([CH3:22])([CH3:21])[CH2:5]2. The catalyst is C(O)C.Cl.[Fe]. The product is [Cl:1][C:2]1[CH:3]=[C:4]2[C:9](=[CH:10][CH:11]=1)[NH:8][CH:7]([C:12]1[CH:13]=[C:14]([NH2:18])[CH:15]=[CH:16][CH:17]=1)[C:6]([CH3:22])([CH3:21])[CH2:5]2. The yield is 0.820. (2) The reactants are [CH3:1][C:2]1[CH:44]=[CH:43][C:5]([C:6]([O:8][C@H:9]2[C@@:13]([Cl:15])([F:14])[C@H:12]([N:16]3[CH:21]=[CH:20][CH:19](NC(=O)C4C=CC=CC=4)[NH:18][C:17]3=[O:31])[O:11][C@@H:10]2[CH2:32][O:33][C:34](=[O:42])[C:35]2[CH:40]=[CH:39][C:38]([CH3:41])=[CH:37][CH:36]=2)=[O:7])=[CH:4][CH:3]=1.[OH2:45]. The catalyst is CC(O)=O.O. The product is [CH3:1][C:2]1[CH:44]=[CH:43][C:5]([C:6]([O:8][C@H:9]2[C@@:13]([Cl:15])([F:14])[C@H:12]([N:16]3[CH:21]=[CH:20][C:19](=[O:45])[NH:18][C:17]3=[O:31])[O:11][C@@H:10]2[CH2:32][O:33][C:34](=[O:42])[C:35]2[CH:36]=[CH:37][C:38]([CH3:41])=[CH:39][CH:40]=2)=[O:7])=[CH:4][CH:3]=1. The yield is 0.850. (3) The reactants are C[O-].[Na+].CO.[F:6][C:7]([F:14])([F:13])[C:8]([O:10]CC)=O.[N:15]1([C:20]2[CH:25]=[CH:24][C:23]([C:26](=[O:28])[CH3:27])=[CH:22][CH:21]=2)[CH:19]=[CH:18][CH:17]=[N:16]1. The catalyst is C(OC(C)(C)C)C. The product is [F:14][C:7]([F:6])([F:13])[C:8](=[O:10])[CH2:27][C:26]([C:23]1[CH:22]=[CH:21][C:20]([N:15]2[CH:19]=[CH:18][CH:17]=[N:16]2)=[CH:25][CH:24]=1)=[O:28]. The yield is 0.630. (4) The reactants are [Br:1][C:2]1[CH:3]=[C:4]2[C:9](=[CH:10][C:11]=1[CH2:12][N:13]1[CH2:18][CH2:17][NH:16][CH2:15][CH2:14]1)[N:8]=[CH:7][N:6]([NH:19][C:20]1[CH:25]=[C:24]([Cl:26])[CH:23]=[CH:22][C:21]=1[S:27]([CH2:30][CH3:31])(=[O:29])=[O:28])[C:5]2=[O:32].[H-].[Na+].Br[CH2:36][CH2:37][O:38][CH3:39].[Cl-].[Na+]. The catalyst is CN(C=O)C. The product is [Br:1][C:2]1[CH:3]=[C:4]2[C:9](=[CH:10][C:11]=1[CH2:12][N:13]1[CH2:18][CH2:17][N:16]([CH2:36][CH2:37][O:38][CH3:39])[CH2:15][CH2:14]1)[N:8]=[CH:7][N:6]([NH:19][C:20]1[CH:25]=[C:24]([Cl:26])[CH:23]=[CH:22][C:21]=1[S:27]([CH2:30][CH3:31])(=[O:28])=[O:29])[C:5]2=[O:32]. The yield is 0.280. (5) The reactants are [F:1][C:2]1[CH:22]=[C:21]([N+:23]([O-])=O)[CH:20]=[CH:19][C:3]=1[O:4][C:5]1[N:10]=[CH:9][N:8]=[C:7]([NH:11][C:12]([N:14]2[CH2:18][CH2:17][CH2:16][CH2:15]2)=[O:13])[CH:6]=1.[Cl-].[NH4+]. The catalyst is C(O)C.O.[Fe]. The product is [NH2:23][C:21]1[CH:20]=[CH:19][C:3]([O:4][C:5]2[N:10]=[CH:9][N:8]=[C:7]([NH:11][C:12]([N:14]3[CH2:18][CH2:17][CH2:16][CH2:15]3)=[O:13])[CH:6]=2)=[C:2]([F:1])[CH:22]=1. The yield is 0.820.